Task: Regression. Given two drug SMILES strings and cell line genomic features, predict the synergy score measuring deviation from expected non-interaction effect.. Dataset: NCI-60 drug combinations with 297,098 pairs across 59 cell lines (1) Drug 1: C1CC(C1)(C(=O)O)C(=O)O.[NH2-].[NH2-].[Pt+2]. Drug 2: C1CNP(=O)(OC1)N(CCCl)CCCl. Cell line: CAKI-1. Synergy scores: CSS=5.99, Synergy_ZIP=-2.79, Synergy_Bliss=-2.57, Synergy_Loewe=-10.3, Synergy_HSA=-1.43. (2) Drug 1: CCC1(CC2CC(C3=C(CCN(C2)C1)C4=CC=CC=C4N3)(C5=C(C=C6C(=C5)C78CCN9C7C(C=CC9)(C(C(C8N6C=O)(C(=O)OC)O)OC(=O)C)CC)OC)C(=O)OC)O.OS(=O)(=O)O. Drug 2: CC1=C(C(=CC=C1)Cl)NC(=O)C2=CN=C(S2)NC3=CC(=NC(=N3)C)N4CCN(CC4)CCO. Cell line: RXF 393. Synergy scores: CSS=16.2, Synergy_ZIP=-5.25, Synergy_Bliss=3.31, Synergy_Loewe=-7.95, Synergy_HSA=1.40. (3) Drug 1: CC1C(C(CC(O1)OC2CC(OC(C2O)C)OC3=CC4=CC5=C(C(=O)C(C(C5)C(C(=O)C(C(C)O)O)OC)OC6CC(C(C(O6)C)O)OC7CC(C(C(O7)C)O)OC8CC(C(C(O8)C)O)(C)O)C(=C4C(=C3C)O)O)O)O. Drug 2: CN(CCCl)CCCl.Cl. Cell line: HOP-92. Synergy scores: CSS=18.5, Synergy_ZIP=1.40, Synergy_Bliss=8.21, Synergy_Loewe=-11.5, Synergy_HSA=-5.03. (4) Drug 1: C1CC(=O)NC(=O)C1N2CC3=C(C2=O)C=CC=C3N. Drug 2: C1=CN(C=N1)CC(O)(P(=O)(O)O)P(=O)(O)O. Cell line: A498. Synergy scores: CSS=0.230, Synergy_ZIP=-1.76, Synergy_Bliss=-4.07, Synergy_Loewe=-4.21, Synergy_HSA=-4.15. (5) Drug 1: CN1CCC(CC1)COC2=C(C=C3C(=C2)N=CN=C3NC4=C(C=C(C=C4)Br)F)OC. Drug 2: CC1=C(C=C(C=C1)C(=O)NC2=CC(=CC(=C2)C(F)(F)F)N3C=C(N=C3)C)NC4=NC=CC(=N4)C5=CN=CC=C5. Cell line: ACHN. Synergy scores: CSS=13.7, Synergy_ZIP=-3.90, Synergy_Bliss=1.71, Synergy_Loewe=-4.87, Synergy_HSA=0.672. (6) Drug 1: CCN(CC)CCNC(=O)C1=C(NC(=C1C)C=C2C3=C(C=CC(=C3)F)NC2=O)C. Drug 2: CN1C2=C(C=C(C=C2)N(CCCl)CCCl)N=C1CCCC(=O)O.Cl. Synergy scores: CSS=2.41, Synergy_ZIP=-0.381, Synergy_Bliss=-1.03, Synergy_Loewe=-5.59, Synergy_HSA=-2.28. Cell line: MCF7. (7) Drug 1: CN(CC1=CN=C2C(=N1)C(=NC(=N2)N)N)C3=CC=C(C=C3)C(=O)NC(CCC(=O)O)C(=O)O. Drug 2: CCC1(CC2CC(C3=C(CCN(C2)C1)C4=CC=CC=C4N3)(C5=C(C=C6C(=C5)C78CCN9C7C(C=CC9)(C(C(C8N6C=O)(C(=O)OC)O)OC(=O)C)CC)OC)C(=O)OC)O.OS(=O)(=O)O. Cell line: CAKI-1. Synergy scores: CSS=11.6, Synergy_ZIP=-0.146, Synergy_Bliss=-2.16, Synergy_Loewe=-6.57, Synergy_HSA=-5.61.